Dataset: Full USPTO retrosynthesis dataset with 1.9M reactions from patents (1976-2016). Task: Predict the reactants needed to synthesize the given product. (1) Given the product [Br:1][C:2]1[CH:11]=[C:6]2[C:5](=[CH:4][CH:3]=1)[NH:14][N:13]=[C:7]2[NH:8][CH3:9], predict the reactants needed to synthesize it. The reactants are: [Br:1][C:2]1[CH:3]=[CH:4][C:5](F)=[C:6]([CH:11]=1)[C:7](=S)[NH:8][CH3:9].[NH2:13][NH2:14]. (2) Given the product [CH2:23]([O:30][C:31]1[CH:32]=[CH:33][C:34]([C:35]2[NH:8][C:7]3=[N:6][C:5]([O:9][CH:10]4[CH2:15][CH2:14][N:13]([C:16]([O:18][C:19]([CH3:22])([CH3:21])[CH3:20])=[O:17])[CH2:12][CH2:11]4)=[CH:4][CH:3]=[C:2]3[N:1]=2)=[CH:37][CH:38]=1)[C:24]1[CH:25]=[CH:26][CH:27]=[CH:28][CH:29]=1, predict the reactants needed to synthesize it. The reactants are: [NH2:1][C:2]1[CH:3]=[CH:4][C:5]([O:9][CH:10]2[CH2:15][CH2:14][N:13]([C:16]([O:18][C:19]([CH3:22])([CH3:21])[CH3:20])=[O:17])[CH2:12][CH2:11]2)=[N:6][C:7]=1[NH2:8].[CH2:23]([O:30][C:31]1[CH:38]=[CH:37][C:34]([CH:35]=O)=[CH:33][CH:32]=1)[C:24]1[CH:29]=[CH:28][CH:27]=[CH:26][CH:25]=1.CO.C(OI(C1C=CC=CC=1)OC(=O)C)(=O)C. (3) Given the product [C@H:1]12[NH:8][C@H:5]([CH2:6][CH2:7]1)[CH2:4][CH2:3][CH:2]2[C:16]([O:18][CH3:19])=[O:17], predict the reactants needed to synthesize it. The reactants are: [C@H:1]12[N:8](C(OC(C)(C)C)=O)[C@H:5]([CH2:6][CH2:7]1)[CH2:4][CH2:3][CH:2]2[C:16]([O:18][CH3:19])=[O:17].Cl. (4) Given the product [CH2:2]([C:3]1[CH:4]=[C:5]([C:9]2[S:10][CH:13]=[C:14]([C:16]3[CH:17]=[CH:18][C:19]([C:20]([NH:22][CH2:23][CH2:24][C:25]([F:26])([F:27])[F:28])=[O:21])=[CH:29][CH:30]=3)[N:11]=2)[CH:6]=[CH:7][N:8]=1)[CH3:1], predict the reactants needed to synthesize it. The reactants are: [CH3:1][CH2:2][C:3]1[CH:4]=[C:5]([C:9]([NH2:11])=[S:10])[CH:6]=[CH:7][N:8]=1.Br[CH2:13][C:14]([C:16]1[CH:30]=[CH:29][C:19]([C:20]([NH:22][CH2:23][CH2:24][C:25]([F:28])([F:27])[F:26])=[O:21])=[CH:18][CH:17]=1)=O.C(OCC)(=O)C.